From a dataset of CYP1A2 inhibition data for predicting drug metabolism from PubChem BioAssay. Regression/Classification. Given a drug SMILES string, predict its absorption, distribution, metabolism, or excretion properties. Task type varies by dataset: regression for continuous measurements (e.g., permeability, clearance, half-life) or binary classification for categorical outcomes (e.g., BBB penetration, CYP inhibition). Dataset: cyp1a2_veith. (1) The drug is Cc1ccc(NC(=O)c2cc([N+](=O)[O-])ccc2NCc2cccnc2)cc1Cl. The result is 1 (inhibitor). (2) The molecule is CCc1cc2c(NCCO)ncnc2s1. The result is 1 (inhibitor). (3) The molecule is Cc1ccc(=O)n(-c2ccccc2)c1. The result is 1 (inhibitor). (4) The molecule is Nc1ccc(N2CCN(C(=O)c3ccco3)CC2)cc1. The result is 0 (non-inhibitor). (5) The compound is CN(Cc1ccccc1)S(=O)(=O)c1ccc(OCC(=O)N2CCOCC2)cc1. The result is 0 (non-inhibitor). (6) The molecule is Cc1ccc2[nH]c3c(N4CCc5ccccc5C4)ncnc3c2c1. The result is 1 (inhibitor). (7) The molecule is COc1ccc(C(=O)N2CCC3(CCN(C(=O)Nc4ccccc4)CC3)CC2)cc1. The result is 0 (non-inhibitor). (8) The molecule is O=S(=O)(O)n1ccnc1.c1c[nH]cn1. The result is 0 (non-inhibitor).